This data is from Full USPTO retrosynthesis dataset with 1.9M reactions from patents (1976-2016). The task is: Predict the reactants needed to synthesize the given product. Given the product [OH:1][C@H:2]1[CH2:16][O:15][CH2:14][C@@H:3]1[NH:4][C:5](=[O:9])[C:6]([NH2:8])=[O:7], predict the reactants needed to synthesize it. The reactants are: [OH:1][CH2:2][CH2:3][NH:4][C:5](=[O:9])[C:6]([NH2:8])=[O:7].Cl.N[C@H]1[CH2:16][O:15][CH2:14][C@@H]1O.